From a dataset of Merck oncology drug combination screen with 23,052 pairs across 39 cell lines. Regression. Given two drug SMILES strings and cell line genomic features, predict the synergy score measuring deviation from expected non-interaction effect. (1) Drug 1: CC(C)CC(NC(=O)C(Cc1ccccc1)NC(=O)c1cnccn1)B(O)O. Drug 2: Cn1cc(-c2cnn3c(N)c(Br)c(C4CCCNC4)nc23)cn1. Cell line: HCT116. Synergy scores: synergy=2.49. (2) Drug 1: CC(=O)OC1C(=O)C2(C)C(O)CC3OCC3(OC(C)=O)C2C(OC(=O)c2ccccc2)C2(O)CC(OC(=O)C(O)C(NC(=O)c3ccccc3)c3ccccc3)C(C)=C1C2(C)C. Drug 2: C=CCn1c(=O)c2cnc(Nc3ccc(N4CCN(C)CC4)cc3)nc2n1-c1cccc(C(C)(C)O)n1. Cell line: NCIH2122. Synergy scores: synergy=-19.3. (3) Drug 1: CC1(c2nc3c(C(N)=O)cccc3[nH]2)CCCN1. Drug 2: CCc1cnn2c(NCc3ccc[n+]([O-])c3)cc(N3CCCCC3CCO)nc12. Cell line: MDAMB436. Synergy scores: synergy=6.45.